The task is: Predict the product of the given reaction.. This data is from Forward reaction prediction with 1.9M reactions from USPTO patents (1976-2016). (1) Given the reactants [CH:1]([N:4]([CH:7]([CH3:9])[CH3:8])[CH2:5][CH3:6])([CH3:3])C.[CH:10]1([C:13]([OH:15])=O)[CH2:12][CH2:11]1.[CH3:16][N:17]([C:19]([O:23]N1N=NC2C=CC=NC1=2)=[N+:20]([CH3:22])[CH3:21])[CH3:18].F[P-](F)(F)(F)(F)F.[CH3:40][N:41]([CH:43]=O)C, predict the reaction product. The product is: [CH:10]1([C:13]([N:41]2[CH2:43][CH2:8][CH:7]([N:4]3[CH2:1][CH2:3][CH:22]([N:20]4[C@H:21]5[CH2:13][CH2:10][CH2:11][CH2:12][C@@H:18]5[N:17]([CH3:16])[C:19]4=[O:23])[CH2:6][CH2:5]3)[CH2:9][CH2:40]2)=[O:15])[CH2:12][CH2:11]1. (2) The product is: [C:1]([N:12]([CH2:11][CH2:10][N:9]([CH3:8])[CH3:23])[C:13]1[CH:22]=[CH:21][C:16]([C:17]([O:19][CH3:20])=[O:18])=[CH:15][CH:14]=1)(=[O:3])[CH3:2]. Given the reactants [C:1](OC(=O)C)(=[O:3])[CH3:2].[CH3:8][N:9]([CH3:23])[CH2:10][CH2:11][NH:12][C:13]1[CH:22]=[CH:21][C:16]([C:17]([O:19][CH3:20])=[O:18])=[CH:15][CH:14]=1.C(N(CC)CC)C, predict the reaction product. (3) Given the reactants [NH2:1][CH:2]1[CH2:7][CH2:6][N:5]([CH2:8][CH:9]2[C:13]3=[C:14]([F:22])[CH:15]=[N:16][C:17]4[CH:18]=[CH:19][C:20](=[O:21])[N:11]([C:12]=43)[CH2:10]2)[CH2:4][CH2:3]1.C(N(CC)CC)C.[Br:30][C:31]1[CH:39]=[CH:38][C:34]([C:35](Cl)=[O:36])=[CH:33][CH:32]=1.C(=O)(O)[O-].[Na+], predict the reaction product. The product is: [Br:30][C:31]1[CH:39]=[CH:38][C:34]([C:35]([NH:1][CH:2]2[CH2:7][CH2:6][N:5]([CH2:8][C@@H:9]3[C:13]4=[C:14]([F:22])[CH:15]=[N:16][C:17]5[CH:18]=[CH:19][C:20](=[O:21])[N:11]([C:12]=54)[CH2:10]3)[CH2:4][CH2:3]2)=[O:36])=[CH:33][CH:32]=1. (4) Given the reactants [C:1]1([C:7]2[CH:12]=[CH:11][C:10]([C:13]3[C:17]([C:18](OCC)=[O:19])=[CH:16][O:15][N:14]=3)=[CH:9][CH:8]=2)[CH:6]=[CH:5][CH:4]=[CH:3][CH:2]=1.[H-].C([Al+]CC(C)C)C(C)C.Cl, predict the reaction product. The product is: [C:1]1([C:7]2[CH:12]=[CH:11][C:10]([C:13]3[C:17]([CH2:18][OH:19])=[CH:16][O:15][N:14]=3)=[CH:9][CH:8]=2)[CH:2]=[CH:3][CH:4]=[CH:5][CH:6]=1. (5) The product is: [S:21]1[CH:25]=[CH:24][C:23]2[CH:26]=[C:27]([C:30]3[C:38]4[C:33](=[CH:34][C:35]([F:39])=[CH:36][CH:37]=4)[NH:32][CH:31]=3)[CH:28]=[CH:29][C:22]1=2. Given the reactants FC1C=C2C(C(I)=CN2S(C2C=CC=CC=2)(=O)=O)=CC=1.[S:21]1[CH:25]=[CH:24][C:23]2[CH:26]=[C:27]([C:30]3[C:38]4[C:33](=[CH:34][C:35]([F:39])=[CH:36][CH:37]=4)[N:32](S(C4C=CC=CC=4)(=O)=O)[CH:31]=3)[CH:28]=[CH:29][C:22]1=2, predict the reaction product. (6) Given the reactants CC(C)N=C=NC(C)C.[CH2:10]([N:13]([C:20]([O:22][C:23]([CH3:26])([CH3:25])[CH3:24])=[O:21])[CH2:14][CH2:15][CH2:16][C:17]([OH:19])=O)[CH:11]=[CH2:12].[CH:27]1[C:40]2[C:31](=[CH:32][C:33]3[C:38]([C:39]=2[CH2:41][CH2:42][NH2:43])=[CH:37][CH:36]=[CH:35][CH:34]=3)[CH:30]=[CH:29][CH:28]=1, predict the reaction product. The product is: [CH2:10]([N:13]([CH2:14][CH2:15][CH2:16][C:17]([NH:43][CH2:42][CH2:41][C:39]1[C:40]2[C:31]([CH:32]=[C:33]3[C:38]=1[CH:37]=[CH:36][CH:35]=[CH:34]3)=[CH:30][CH:29]=[CH:28][CH:27]=2)=[O:19])[C:20](=[O:21])[O:22][C:23]([CH3:26])([CH3:25])[CH3:24])[CH:11]=[CH2:12]. (7) Given the reactants [C:1]([CH:3]1[CH2:6][N:5]([C:7](=[O:40])[C@H:8]([NH:10][C:11]([C:13]2[C:21]3[C:16](=[N:17][CH:18]=[C:19]([C:22]4[S:30][C:29]5[C:24](=[N:25][CH:26]=[CH:27][C:28]=5Cl)[CH:23]=4)[N:20]=3)[N:15](COCC[Si](C)(C)C)[CH:14]=2)=[O:12])[CH3:9])[CH2:4]1)#[N:2].C(C1CN(C(=O)[C@H](N[C:53](C2C3C(=NC=C(C4SC5C(=NC=CC=5Cl)C=4)N=3)N(COCC[Si](C)(C)C)C=2)=[O:54])C2CC2)C1)#N, predict the reaction product. The product is: [C:1]([CH:3]1[CH2:4][N:5]([C:7](=[O:40])[C@H:8]([NH:10][C:11]([C:13]2[C:21]3[C:16](=[N:17][CH:18]=[C:19]([C:22]4[S:30][C:29]5[C:24](=[N:25][CH:26]=[CH:27][C:28]=5[O:54][CH3:53])[CH:23]=4)[N:20]=3)[NH:15][CH:14]=2)=[O:12])[CH3:9])[CH2:6]1)#[N:2]. (8) Given the reactants [F:1][C:2]1[CH:7]=[C:6]([F:8])[CH:5]=[CH:4][C:3]=1[CH2:9][NH:10][C:11]([C:13]1[C:14](=[O:36])[C:15]([OH:35])=[C:16]2[C:32](=[O:33])[N:20]3[C@@H:21]([CH3:31])[CH2:22][CH2:23][N:24]([CH2:25][C:26]4[S:27][CH:28]=[CH:29][N:30]=4)[C@@H:19]3[CH2:18][N:17]2[CH:34]=1)=[O:12].N[C@@H:38]([CH3:48])[CH2:39][CH2:40]NCC1SC=CN=1.[C:49]([OH:52])(=O)[CH3:50].[Cl:53][CH2:54]Cl, predict the reaction product. The product is: [ClH:53].[ClH:53].[NH2:20][C@@H:21]([CH3:31])[CH2:22][CH2:23][NH:24][CH2:25][C:26]1[S:27][CH:28]=[CH:29][N:30]=1.[F:1][C:2]1[CH:7]=[C:6]([F:8])[CH:5]=[CH:4][C:3]=1[CH2:9][NH:10][C:11]([C:13]1[C:14](=[O:36])[C:15]([OH:35])=[C:16]2[C:32](=[O:33])[N:20]3[C@@H:21]([CH3:31])[CH2:22][CH2:23][N:24]([CH2:25][C:26]4[S:27][CH:28]=[CH:29][N:30]=4)[C@@H:19]3[CH2:18][N:17]2[CH:34]=1)=[O:12].[F:1][C:2]1[CH:7]=[C:6]([F:8])[CH:5]=[CH:4][C:3]=1[CH2:9][NH:10][C:11]([C:13]1[C:14](=[O:36])[C:15]([O:52][CH2:49][C:50]2[CH:48]=[CH:38][CH:39]=[CH:40][CH:54]=2)=[C:16]2[C:32](=[O:33])[N:20]3[C@@H:21]([CH3:31])[CH2:22][CH2:23][N:24]([CH2:25][C:26]4[S:27][CH:28]=[CH:29][N:30]=4)[C@@H:19]3[CH2:18][N:17]2[CH:34]=1)=[O:12]. (9) The product is: [F:44][C:43]1[C:15]([N:12]2[CH2:13][CH2:14][NH:9][CH2:10][CH2:11]2)=[CH:16][C:17]2[NH:21][C:20]([C:22]3[C:26]([NH:27][C:28]([N:30]4[CH2:35][CH2:34][CH2:33][CH2:32][CH2:31]4)=[O:29])=[CH:25][NH:24][N:23]=3)=[N:19][C:18]=2[CH:42]=1. Given the reactants O.C(OC([N:9]1[CH2:14][CH2:13][N:12]([C:15]2[C:43]([F:44])=[CH:42][C:18]3[N:19]=[C:20]([C:22]4[C:26]([NH:27][C:28]([N:30]5[CH2:35][CH2:34][CH2:33][CH2:32][CH2:31]5)=[O:29])=[CH:25][N:24](C5CCCCO5)[N:23]=4)[NH:21][C:17]=3[CH:16]=2)[CH2:11][CH2:10]1)=O)(C)(C)C, predict the reaction product. (10) Given the reactants [N:1]1([C:7]([O:9][CH2:10][C:11]2[CH:16]=[CH:15][CH:14]=[CH:13][CH:12]=2)=[O:8])[CH2:6][CH2:5][NH:4][CH2:3][CH2:2]1.C(#N)C.[F:20][C:21]1[CH:22]=[C:23]([C:28](=[O:60])[C:29](=[C:51]2[NH:55][C:54]3[CH:56]=[CH:57][CH:58]=[CH:59][C:53]=3[NH:52]2)[C:30]([C:32]2[CH:33]=[C:34]([S:38]([NH:41][C:42](N3C(C)=CC(C)=N3)=[NH:43])(=[O:40])=[O:39])[CH:35]=[CH:36][CH:37]=2)=[O:31])[CH:24]=[C:25]([F:27])[CH:26]=1, predict the reaction product. The product is: [F:27][C:25]1[CH:24]=[C:23]([C:28](=[O:60])[C:29](=[C:51]2[NH:52][C:53]3[CH:59]=[CH:58][CH:57]=[CH:56][C:54]=3[NH:55]2)[C:30]([C:32]2[CH:33]=[C:34]([S:38]([NH:41][C:42](=[NH:43])[N:4]3[CH2:5][CH2:6][N:1]([C:7]([O:9][CH2:10][C:11]4[CH:16]=[CH:15][CH:14]=[CH:13][CH:12]=4)=[O:8])[CH2:2][CH2:3]3)(=[O:39])=[O:40])[CH:35]=[CH:36][CH:37]=2)=[O:31])[CH:22]=[C:21]([F:20])[CH:26]=1.